Dataset: Full USPTO retrosynthesis dataset with 1.9M reactions from patents (1976-2016). Task: Predict the reactants needed to synthesize the given product. (1) Given the product [CH2:7]([O:6][C:4]([CH:3]1[CH2:10][CH:9]1[B:11]1[O:19][C:16]([CH3:18])([CH3:17])[C:13]([CH3:14])([CH3:15])[O:12]1)=[O:5])[CH3:8], predict the reactants needed to synthesize it. The reactants are: [N+](=[CH:3][C:4]([O:6][CH2:7][CH3:8])=[O:5])=[N-].[CH:9]([B:11]1[O:19][C:16]([CH3:18])([CH3:17])[C:13]([CH3:15])([CH3:14])[O:12]1)=[CH2:10]. (2) Given the product [CH:3]([C@H:2]1[CH2:6][O:7][CH:13]([C:9]2[S:8][CH:12]=[CH:11][CH:10]=2)[NH:1]1)([CH3:5])[CH3:4], predict the reactants needed to synthesize it. The reactants are: [NH2:1][C@H:2]([CH2:6][OH:7])[CH:3]([CH3:5])[CH3:4].[S:8]1[CH:12]=[CH:11][CH:10]=[C:9]1[CH:13]=O.